Dataset: Full USPTO retrosynthesis dataset with 1.9M reactions from patents (1976-2016). Task: Predict the reactants needed to synthesize the given product. (1) Given the product [CH3:1][O:2][C:3]1[CH:8]=[CH:7][C:6]([CH2:9][CH2:10][C:11](=[CH2:14])[C:12]([OH:16])=[O:13])=[CH:5][CH:4]=1, predict the reactants needed to synthesize it. The reactants are: [CH3:1][O:2][C:3]1[CH:8]=[CH:7][C:6]([CH2:9][CH2:10][C:11](=[CH2:14])[CH:12]=[O:13])=[CH:5][CH:4]=1.Cl([O-])=[O:16].[Na+]. (2) Given the product [CH2:1]([O:8][C@@H:9]([CH:14]([CH3:16])[CH3:15])[C:10]([OH:12])=[O:11])[C:2]1[CH:7]=[CH:6][CH:5]=[CH:4][CH:3]=1, predict the reactants needed to synthesize it. The reactants are: [CH2:1]([O:8][C@@H:9]([CH:14]([CH3:16])[CH3:15])[C:10]([O:12]C)=[O:11])[C:2]1[CH:7]=[CH:6][CH:5]=[CH:4][CH:3]=1.[OH-].[K+].Cl. (3) Given the product [S:1]1[CH:5]=[C:4]([C:6]2[N:15]=[C:14]([C:16]([N:25]3[CH2:24][CH2:23][C:22]4[C:27](=[CH:28][CH:29]=[C:30]([N:31]([CH3:33])[CH3:32])[C:21]=4[OH:20])[CH2:26]3)=[O:18])[C:13]3[C:8](=[CH:9][CH:10]=[CH:11][CH:12]=3)[N:7]=2)[N:3]=[CH:2]1, predict the reactants needed to synthesize it. The reactants are: [S:1]1[CH:5]=[C:4]([C:6]2[N:15]=[C:14]([C:16]([OH:18])=O)[C:13]3[C:8](=[CH:9][CH:10]=[CH:11][CH:12]=3)[N:7]=2)[N:3]=[CH:2]1.Cl.[OH:20][C:21]1[C:30]([N:31]([CH3:33])[CH3:32])=[CH:29][CH:28]=[C:27]2[C:22]=1[CH2:23][CH2:24][NH:25][CH2:26]2. (4) Given the product [C:22]([N:10]1[CH2:15][CH2:14][C:13](=[O:16])[CH2:12][CH2:11]1)([O:21][C:18]([CH3:20])([CH3:19])[CH3:17])=[O:23], predict the reactants needed to synthesize it. The reactants are: C(N(CC)CC)C.Cl.O.[NH:10]1[CH2:15][CH2:14][C:13](=[O:16])[CH2:12][CH2:11]1.[CH3:17][C:18]([O:21][C:22](O[C:22]([O:21][C:18]([CH3:20])([CH3:19])[CH3:17])=[O:23])=[O:23])([CH3:20])[CH3:19]. (5) Given the product [CH3:1][CH:2]1[C:10]2[CH:9]=[N:8][C:7]([NH:11][CH:12]3[CH2:17][CH2:16][O:15][CH2:14][CH2:13]3)=[N:6][C:5]=2[CH2:4][NH:3]1, predict the reactants needed to synthesize it. The reactants are: [CH3:1][CH:2]1[C:10]2[CH:9]=[N:8][C:7]([NH:11][CH:12]3[CH2:17][CH2:16][O:15][CH2:14][CH2:13]3)=[N:6][C:5]=2[CH2:4][N:3]1C(OC(C)(C)C)=O.Cl. (6) Given the product [CH2:17]([N:3]([CH2:1][CH3:2])[C:4](=[S:16])[C:5]1[CH:10]=[CH:9][C:8]([CH3:19])=[C:7]([F:11])[C:6]=1[Si:12]([CH3:13])([CH3:15])[CH3:14])[CH3:18], predict the reactants needed to synthesize it. The reactants are: [CH2:1]([N:3]([CH2:17][CH3:18])[C:4](=[S:16])[C:5]1[CH:10]=[CH:9][CH:8]=[C:7]([F:11])[C:6]=1[Si:12]([CH3:15])([CH3:14])[CH3:13])[CH3:2].[CH3:19]I. (7) Given the product [F:1][C:2]1[CH:3]=[C:4]([C:34]([C:4]2[CH:3]=[C:2]([F:1])[CH:7]=[C:6]([F:8])[CH:5]=2)([OH:36])[C:31]2[N:32]=[CH:33][N:29]([C:14]3[CH:15]=[C:16]([Cl:28])[C:17]([OH:18])=[C:12]([Cl:11])[CH:13]=3)[N:30]=2)[CH:5]=[C:6]([F:8])[CH:7]=1, predict the reactants needed to synthesize it. The reactants are: [F:1][C:2]1[CH:3]=[C:4]([Mg]Br)[CH:5]=[C:6]([F:8])[CH:7]=1.[Cl:11][C:12]1[CH:13]=[C:14]([N:29]2[CH:33]=[N:32][C:31]([C:34]([O:36]CC)=O)=[N:30]2)[CH:15]=[C:16]([Cl:28])[C:17]=1[O:18]CC1C=CC(OC)=CC=1.[Cl-].[NH4+].O.